Dataset: hERG Central: cardiac toxicity at 1µM, 10µM, and general inhibition. Task: Predict hERG channel inhibition at various concentrations. (1) The compound is COc1ccc(CN2CCCC(C(=O)c3cccc(OC(C)C)c3)C2)cc1Cn1cccn1. Results: hERG_inhib (hERG inhibition (general)): blocker. (2) The molecule is CCOC(=O)C1(Cc2ccccc2)CCN(Cc2cnn(-c3ccccc3)c2)CC1. Results: hERG_inhib (hERG inhibition (general)): blocker. (3) The compound is COc1cccc(OCC(O)CN2CCC(Cc3ccccc3)CC2)c1.Cl. Results: hERG_inhib (hERG inhibition (general)): blocker. (4) The molecule is CC1CCCCN1Cc1c(O)ccc2c(=O)c(-c3ccc(Cl)cc3)coc12. Results: hERG_inhib (hERG inhibition (general)): blocker.